Task: Regression. Given two drug SMILES strings and cell line genomic features, predict the synergy score measuring deviation from expected non-interaction effect.. Dataset: NCI-60 drug combinations with 297,098 pairs across 59 cell lines (1) Drug 1: C#CCC(CC1=CN=C2C(=N1)C(=NC(=N2)N)N)C3=CC=C(C=C3)C(=O)NC(CCC(=O)O)C(=O)O. Drug 2: C1CN(CCN1C(=O)CCBr)C(=O)CCBr. Cell line: SW-620. Synergy scores: CSS=13.9, Synergy_ZIP=-3.89, Synergy_Bliss=-0.851, Synergy_Loewe=-8.63, Synergy_HSA=-3.95. (2) Drug 1: C1CCN(CC1)CCOC2=CC=C(C=C2)C(=O)C3=C(SC4=C3C=CC(=C4)O)C5=CC=C(C=C5)O. Drug 2: CCC1(C2=C(COC1=O)C(=O)N3CC4=CC5=C(C=CC(=C5CN(C)C)O)N=C4C3=C2)O.Cl. Cell line: 786-0. Synergy scores: CSS=50.0, Synergy_ZIP=-0.605, Synergy_Bliss=-0.524, Synergy_Loewe=-50.2, Synergy_HSA=0.586. (3) Drug 1: C1=CC(=C2C(=C1NCCNCCO)C(=O)C3=C(C=CC(=C3C2=O)O)O)NCCNCCO. Drug 2: CC1=C(C(=CC=C1)Cl)NC(=O)C2=CN=C(S2)NC3=CC(=NC(=N3)C)N4CCN(CC4)CCO. Cell line: NCI-H226. Synergy scores: CSS=46.0, Synergy_ZIP=1.37, Synergy_Bliss=3.69, Synergy_Loewe=0.0167, Synergy_HSA=5.96. (4) Drug 1: CC1=CC2C(CCC3(C2CCC3(C(=O)C)OC(=O)C)C)C4(C1=CC(=O)CC4)C. Drug 2: C1=C(C(=O)NC(=O)N1)F. Cell line: EKVX. Synergy scores: CSS=34.0, Synergy_ZIP=6.71, Synergy_Bliss=2.30, Synergy_Loewe=4.08, Synergy_HSA=6.67. (5) Cell line: SN12C. Drug 1: CS(=O)(=O)C1=CC(=C(C=C1)C(=O)NC2=CC(=C(C=C2)Cl)C3=CC=CC=N3)Cl. Drug 2: C1CN(CCN1C(=O)CCBr)C(=O)CCBr. Synergy scores: CSS=20.0, Synergy_ZIP=-1.31, Synergy_Bliss=2.95, Synergy_Loewe=-4.91, Synergy_HSA=2.83.